Task: Predict which catalyst facilitates the given reaction.. Dataset: Catalyst prediction with 721,799 reactions and 888 catalyst types from USPTO (1) Reactant: Br[CH2:2][C:3]1[C:8]2[S:9][CH:10]=[CH:11][C:7]=2[CH:6]=[CH:5][CH:4]=1.[CH3:12][CH:13]([CH3:29])[CH2:14][NH:15][CH:16]1[CH2:21][CH2:20][N:19]([C:22]([O:24][C:25]([CH3:28])([CH3:27])[CH3:26])=[O:23])[CH2:18][CH2:17]1.C(=O)([O-])[O-].[K+].[K+]. Product: [S:9]1[C:8]2[C:3]([CH2:2][N:15]([CH2:14][CH:13]([CH3:29])[CH3:12])[CH:16]3[CH2:17][CH2:18][N:19]([C:22]([O:24][C:25]([CH3:26])([CH3:27])[CH3:28])=[O:23])[CH2:20][CH2:21]3)=[CH:4][CH:5]=[CH:6][C:7]=2[CH:11]=[CH:10]1. The catalyst class is: 10. (2) Reactant: [Cl:1][C:2]1[CH:7]=[CH:6][C:5]([C:8]2[C:16]3[O:15][CH:14]([CH2:17][NH:18]C(=O)OCC4C=CC=CC=4)[CH2:13][C:12]=3[CH:11]=[CH:10][CH:9]=2)=[C:4]([CH3:29])[CH:3]=1.I[Si](C)(C)C. Product: [Cl:1][C:2]1[CH:7]=[CH:6][C:5]([C:8]2[C:16]3[O:15][CH:14]([CH2:17][NH2:18])[CH2:13][C:12]=3[CH:11]=[CH:10][CH:9]=2)=[C:4]([CH3:29])[CH:3]=1. The catalyst class is: 10. (3) Reactant: [Li]CCCC.Br[C:7]1[N:11]([CH3:12])[C:10]([CH3:13])=[N:9][CH:8]=1.CON(C)[C:17]([CH:19]1[CH2:24][CH2:23][O:22][CH2:21][CH2:20]1)=[O:18]. Product: [CH3:12][N:11]1[C:7]([C:17]([CH:19]2[CH2:24][CH2:23][O:22][CH2:21][CH2:20]2)=[O:18])=[CH:8][N:9]=[C:10]1[CH3:13]. The catalyst class is: 1. (4) Reactant: F[C:2]1[CH:3]=[CH:4][C:5]([CH:8]=[O:9])=[N:6][CH:7]=1.Cl.[CH3:11][NH:12][CH3:13].CCN(C(C)C)C(C)C. Product: [CH3:11][N:12]([CH3:13])[C:2]1[CH:3]=[CH:4][C:5]([CH:8]=[O:9])=[N:6][CH:7]=1. The catalyst class is: 595. (5) The catalyst class is: 234. Product: [CH3:2][C:1]([O:5][C:6]([N:8]1[CH2:13][CH2:12][C:11](=[C:14]([C:31]2[CH:32]=[CH:33][CH:34]=[CH:35][C:30]=2[NH2:29])[C:15]2[CH:20]=[CH:19][C:18]([C:21]([N:22]([CH2:25][CH3:26])[CH2:23][CH3:24])=[O:27])=[CH:17][CH:16]=2)[CH2:10][CH2:9]1)=[O:7])([CH3:4])[CH3:3]. Reactant: [C:1]([O:5][C:6]([N:8]1[CH2:13][CH2:12][C:11](=[C:14](Br)[C:15]2[CH:20]=[CH:19][C:18]([C:21](=[O:27])[N:22]([CH2:25][CH3:26])[CH2:23][CH3:24])=[CH:17][CH:16]=2)[CH2:10][CH2:9]1)=[O:7])([CH3:4])([CH3:3])[CH3:2].[NH2:29][C:30]1[CH:35]=[CH:34][CH:33]=[CH:32][C:31]=1B(O)O.C([O-])([O-])=O.[Na+].[Na+]. (6) Reactant: [C:1]([C:5]1[N:10]=[C:9]([N:11]2[CH2:16][CH2:15][N:14]([CH2:17][CH2:18][CH2:19][CH2:20][N:21]3C(=O)C4C(=CC=CC=4)C3=O)[CH2:13][CH2:12]2)[CH:8]=[C:7]([CH:32]2[CH2:35][CH2:34][CH2:33]2)[N:6]=1)([CH3:4])([CH3:3])[CH3:2].O.NN. Product: [C:1]([C:5]1[N:10]=[C:9]([N:11]2[CH2:12][CH2:13][N:14]([CH2:17][CH2:18][CH2:19][CH2:20][NH2:21])[CH2:15][CH2:16]2)[CH:8]=[C:7]([CH:32]2[CH2:35][CH2:34][CH2:33]2)[N:6]=1)([CH3:4])([CH3:2])[CH3:3]. The catalyst class is: 8. (7) Reactant: [CH3:1][O:2][C:3]1[CH:38]=[CH:37][C:6]([CH2:7][N:8]2[C:12]3=[N:13][CH:14]=[CH:15][C:16]([O:17][C:18]4[CH:23]=[CH:22][C:21]([O:24][C:25]5[CH:30]=[CH:29][CH:28]=[CH:27][CH:26]=5)=[CH:20][CH:19]=4)=[C:11]3[C:10]([NH:31][C@@H:32]3[CH2:36][CH2:35][NH:34][CH2:33]3)=[N:9]2)=[CH:5][CH:4]=1.C=O.[BH-](OC(C)=O)(OC(C)=O)O[C:43](C)=O.[Na+]. Product: [CH3:1][O:2][C:3]1[CH:4]=[CH:5][C:6]([CH2:7][N:8]2[C:12]3=[N:13][CH:14]=[CH:15][C:16]([O:17][C:18]4[CH:19]=[CH:20][C:21]([O:24][C:25]5[CH:30]=[CH:29][CH:28]=[CH:27][CH:26]=5)=[CH:22][CH:23]=4)=[C:11]3[C:10]([NH:31][C@@H:32]3[CH2:36][CH2:35][N:34]([CH3:43])[CH2:33]3)=[N:9]2)=[CH:37][CH:38]=1. The catalyst class is: 2.